Dataset: CYP3A4 inhibition data for predicting drug metabolism from PubChem BioAssay. Task: Regression/Classification. Given a drug SMILES string, predict its absorption, distribution, metabolism, or excretion properties. Task type varies by dataset: regression for continuous measurements (e.g., permeability, clearance, half-life) or binary classification for categorical outcomes (e.g., BBB penetration, CYP inhibition). Dataset: cyp3a4_veith. (1) The molecule is COc1cccc(C(=O)NNC2=CC(=O)CC(C)(C)C2)c1. The result is 0 (non-inhibitor). (2) The drug is COc1ccc(CSC2=C(C#N)C(=O)NC3(CCCCC3)S2)cc1. The result is 0 (non-inhibitor). (3) The result is 0 (non-inhibitor). The drug is CCC(=O)Nc1ccc(N2CCN(CC)CC2)c(Cl)c1. (4) The molecule is CO[C@H]1COC(=O)C/C=C\[C@H](C)[C@@H](NS(=O)(=O)c2ccc(C)cc2)COC(=O)CCC[C@@H]1C. The result is 1 (inhibitor).